Dataset: Catalyst prediction with 721,799 reactions and 888 catalyst types from USPTO. Task: Predict which catalyst facilitates the given reaction. (1) Reactant: CN(C(ON1N=NC2C=CC=NC1=2)=[N+](C)C)C.F[P-](F)(F)(F)(F)F.[NH2:25][CH2:26][CH2:27][NH:28][C:29]1[N:34]=[CH:33][C:32]([C:35]#[C:36][C:37]2[CH:38]=[C:39]([NH:43][C:44]([NH:46][C:47]3[CH:51]=[C:50]([C:52]([CH3:55])([CH3:54])[CH3:53])[O:49][N:48]=3)=[O:45])[CH:40]=[CH:41][CH:42]=2)=[CH:31][N:30]=1.[C:56](O)(=[O:59])[CH2:57][OH:58].CCN(C(C)C)C(C)C. Product: [C:52]([C:50]1[O:49][N:48]=[C:47]([NH:46][C:44]([NH:43][C:39]2[CH:40]=[CH:41][CH:42]=[C:37]([C:36]#[C:35][C:32]3[CH:31]=[N:30][C:29]([NH:28][CH2:27][CH2:26][NH:25][C:57](=[O:58])[CH2:56][OH:59])=[N:34][CH:33]=3)[CH:38]=2)=[O:45])[CH:51]=1)([CH3:55])([CH3:54])[CH3:53]. The catalyst class is: 44. (2) Reactant: [OH:1][CH:2]1[CH2:5][N:4]([C:6]([O:8][C:9]([CH3:12])([CH3:11])[CH3:10])=[O:7])[CH2:3]1.[H-].[Na+].Br[CH:16]([CH3:22])[C:17]([O:19][CH2:20][CH3:21])=[O:18]. Product: [CH2:20]([O:19][C:17](=[O:18])[CH:16]([O:1][CH:2]1[CH2:3][N:4]([C:6]([O:8][C:9]([CH3:12])([CH3:11])[CH3:10])=[O:7])[CH2:5]1)[CH3:22])[CH3:21]. The catalyst class is: 3. (3) Product: [CH2:1]([N:8]([CH2:38][C@@H:36]([C:33]1[CH:34]=[CH:35][C:30]([Cl:29])=[C:31]([N+:39]([O-:41])=[O:40])[CH:32]=1)[OH:37])[CH2:9][CH2:10][O:11][C:12]1[CH:20]=[C:19]2[C:15]([C:16]([CH3:28])=[N:17][N:18]2[C:21]([O:23][C:24]([CH3:25])([CH3:27])[CH3:26])=[O:22])=[CH:14][CH:13]=1)[C:2]1[CH:3]=[CH:4][CH:5]=[CH:6][CH:7]=1. The catalyst class is: 41. Reactant: [CH2:1]([NH:8][CH2:9][CH2:10][O:11][C:12]1[CH:20]=[C:19]2[C:15]([C:16]([CH3:28])=[N:17][N:18]2[C:21]([O:23][C:24]([CH3:27])([CH3:26])[CH3:25])=[O:22])=[CH:14][CH:13]=1)[C:2]1[CH:7]=[CH:6][CH:5]=[CH:4][CH:3]=1.[Cl:29][C:30]1[CH:35]=[CH:34][C:33]([C@@H:36]2[CH2:38][O:37]2)=[CH:32][C:31]=1[N+:39]([O-:41])=[O:40]. (4) Product: [NH2:13][C:9]1[CH:8]=[C:7]([NH:6][C:4](=[O:5])[C:3]2[CH:16]=[CH:17][C:18]([F:20])=[CH:19][C:2]=2[Cl:1])[CH:12]=[CH:11][CH:10]=1. The catalyst class is: 8. Reactant: [Cl:1][C:2]1[CH:19]=[C:18]([F:20])[CH:17]=[CH:16][C:3]=1[C:4]([NH:6][C:7]1[CH:12]=[CH:11][CH:10]=[C:9]([N+:13]([O-])=O)[CH:8]=1)=[O:5].O.O.Cl[Sn]Cl.Cl.[OH-].[NH4+].